Dataset: Catalyst prediction with 721,799 reactions and 888 catalyst types from USPTO. Task: Predict which catalyst facilitates the given reaction. (1) Reactant: Cl[C:2]1[N:3]=[N:4][C:5]([O:8][CH2:9][CH:10]2[CH2:15][CH2:14][N:13]([CH2:16][C:17]([F:20])([CH3:19])[CH3:18])[CH2:12][CH2:11]2)=[CH:6][CH:7]=1.[CH2:21]([O:23][C:24]([C:26]1[CH:31]=[CH:30][C:29](B(O)O)=[CH:28][C:27]=1[F:35])=[O:25])[CH3:22].C([O-])([O-])=O.[Na+].[Na+].O. Product: [F:35][C:27]1[CH:28]=[C:29]([C:2]2[N:3]=[N:4][C:5]([O:8][CH2:9][CH:10]3[CH2:15][CH2:14][N:13]([CH2:16][C:17]([F:20])([CH3:19])[CH3:18])[CH2:12][CH2:11]3)=[CH:6][CH:7]=2)[CH:30]=[CH:31][C:26]=1[C:24]([O:23][CH2:21][CH3:22])=[O:25]. The catalyst class is: 438. (2) Product: [Cl:1][C:2]1[CH:7]=[CH:6][CH:5]=[C:4]([Cl:8])[C:3]=1[N:9]1[C:13](=[O:14])[C:12]([C:15]([OH:17])=[O:16])=[CH:11][N:10]1[CH3:20]. The catalyst class is: 5. Reactant: [Cl:1][C:2]1[CH:7]=[CH:6][CH:5]=[C:4]([Cl:8])[C:3]=1[N:9]1[C:13](=[O:14])[C:12]([C:15]([O:17]CC)=[O:16])=[CH:11][N:10]1[CH3:20].O1CCCC1.[OH-].[Na+]. (3) Reactant: O=C(CC)CO[S:5]([C:8]1[CH:13]=[CH:12]C(C)=C[CH:9]=1)(=O)=O.[C:17]([CH2:19][C:20]([O:22][CH2:23][CH3:24])=[O:21])#[N:18].[S-2].[Na+].[Na+].C(N(CC)CC)C. Product: [CH2:23]([O:22][C:20]([C:19]1[CH:9]=[C:8]([CH2:13][CH3:12])[S:5][C:17]=1[NH2:18])=[O:21])[CH3:24]. The catalyst class is: 88. (4) Reactant: [Br:1][C:2]1[CH:3]=[CH:4][C:5]([N:10]2[CH2:15][CH2:14][CH2:13][CH2:12][CH:11]2[CH2:16][CH3:17])=[C:6]([CH:9]=1)[CH:7]=[O:8].[BH4-].[Na+]. Product: [Br:1][C:2]1[CH:3]=[CH:4][C:5]([N:10]2[CH2:15][CH2:14][CH2:13][CH2:12][CH:11]2[CH2:16][CH3:17])=[C:6]([CH2:7][OH:8])[CH:9]=1. The catalyst class is: 5. (5) Reactant: Cl.[NH2:2][C@H:3]([CH2:8][C:9]1[CH:10]=[C:11]2[C:15](=[C:16]([CH3:18])[CH:17]=1)[NH:14][N:13]=[CH:12]2)[C:4]([O:6][CH3:7])=[O:5].C1C(=O)N(OC(ON2C(=O)CCC2=O)=O)[C:21](=[O:22])C1.C(N(CC)CC)C.[NH:44]1[CH2:49][CH2:48][CH:47]([C:50]2[C:51](=[O:60])[NH:52][C:53]3[C:58]([CH:59]=2)=[CH:57][CH:56]=[CH:55][CH:54]=3)[CH2:46][CH2:45]1. Product: [CH3:18][C:16]1[CH:17]=[C:9]([CH2:8][C@@H:3]([NH:2][C:21]([N:44]2[CH2:45][CH2:46][CH:47]([C:50]3[C:51](=[O:60])[NH:52][C:53]4[C:58]([CH:59]=3)=[CH:57][CH:56]=[CH:55][CH:54]=4)[CH2:48][CH2:49]2)=[O:22])[C:4]([O:6][CH3:7])=[O:5])[CH:10]=[C:11]2[C:15]=1[NH:14][N:13]=[CH:12]2. The catalyst class is: 85. (6) Product: [ClH:43].[NH2:20][C@@H:9]1[C:8](=[O:28])[N:7]([CH2:29][C:30]2[C:39]3[C:34](=[CH:35][CH:36]=[CH:37][CH:38]=3)[CH:33]=[CH:32][C:31]=2[CH3:40])[C:6]2[CH:41]=[CH:42][C:3]([C:1]#[N:2])=[CH:4][C:5]=2[N:11]([C:12](=[O:18])[CH2:13][S:14]([CH3:17])(=[O:16])=[O:15])[C@H:10]1[CH3:19]. The catalyst class is: 440. Reactant: [C:1]([C:3]1[CH:42]=[CH:41][C:6]2[N:7]([CH2:29][C:30]3[C:39]4[C:34](=[CH:35][CH:36]=[CH:37][CH:38]=4)[CH:33]=[CH:32][C:31]=3[CH3:40])[C:8](=[O:28])[C@@H:9]([NH:20]C(=O)OC(C)(C)C)[C@H:10]([CH3:19])[N:11]([C:12](=[O:18])[CH2:13][S:14]([CH3:17])(=[O:16])=[O:15])[C:5]=2[CH:4]=1)#[N:2].[ClH:43]. (7) Reactant: [C:1]([C:5]1[N:10]=[CH:9][N:8]=[C:7]([NH:11][C:12]([NH:14][CH3:15])=[O:13])[CH:6]=1)([CH3:4])([CH3:3])[CH3:2].[CH:16]([CH:18]=[O:19])=[O:17]. Product: [C:1]([C:5]1[N:10]=[CH:9][N:8]=[C:7]([N:11]2[CH:16]([OH:17])[CH:18]([OH:19])[N:14]([CH3:15])[C:12]2=[O:13])[CH:6]=1)([CH3:4])([CH3:2])[CH3:3]. The catalyst class is: 8.